From a dataset of Reaction yield outcomes from USPTO patents with 853,638 reactions. Predict the reaction yield, written as a fraction of the theoretical maximum amount of product (1.0 means a 100% yield; for example, 0.34 means a 34% yield). (1) The reactants are [Cl:1][C:2]1[CH:7]=[CH:6][N:5]2[N:8]=[C:9]([C:13]3[CH:18]=[CH:17][C:16]([F:19])=[CH:15][CH:14]=3)[C:10]([CH:11]=[O:12])=[C:4]2[CH:3]=1.C([Mg]Br)#C.O.O1C[CH2:28][CH2:27][CH2:26]1. No catalyst specified. The product is [Cl:1][C:2]1[CH:7]=[CH:6][N:5]2[N:8]=[C:9]([C:13]3[CH:18]=[CH:17][C:16]([F:19])=[CH:15][CH:14]=3)[C:10]([C:11](=[O:12])[C:26]#[C:27][CH3:28])=[C:4]2[CH:3]=1. The yield is 0.620. (2) The reactants are [CH3:1][O:2][CH2:3][CH2:4][C:5]1([C:11]([O:13][C:14]([CH3:17])([CH3:16])[CH3:15])=[O:12])SCCCS1.O.BrN1C(=[O:25])CCC1=O. The catalyst is CC(C)=O. The product is [CH3:1][O:2][CH2:3][CH2:4][C:5](=[O:25])[C:11]([O:13][C:14]([CH3:17])([CH3:16])[CH3:15])=[O:12]. The yield is 0.670. (3) The yield is 0.590. The product is [C:6]1([CH2:9][NH:11][C@@H:12]2[C:21]3[N:20]=[CH:19][CH:18]=[CH:17][C:16]=3[CH2:15][CH2:14][CH2:13]2)[CH:5]=[CH:4][CH:3]=[CH:8][CH:7]=1. The catalyst is ClC(Cl)C.C(=O)(O)[O-].[Na+]. The reactants are CO[C:3]1[CH:8]=[CH:7][C:6]([C@@H:9]([NH:11][C@@H:12]2[C:21]3[N:20]=[CH:19][CH:18]=[CH:17][C:16]=3[CH2:15][CH2:14][CH2:13]2)C)=[CH:5][CH:4]=1.C(O)(=O)C.C(=O)C1C=CC=CC=1.C(O[BH-](OC(=O)C)OC(=O)C)(=O)C.[Na+]. (4) The reactants are [OH:1][C:2]1[C:10]2[N:9]=[C:8]([CH3:11])[N:7]([CH3:12])[C:6]=2[CH:5]=[C:4]([C:13]([N:15]([CH3:17])[CH3:16])=[O:14])[CH:3]=1.Cl[CH:19]1[C:28]2[C:23](=[CH:24][CH:25]=[CH:26][C:27]=2[F:29])[O:22][CH2:21][CH2:20]1. No catalyst specified. The product is [F:29][C:27]1[CH:26]=[CH:25][CH:24]=[C:23]2[C:28]=1[CH:19]([O:1][C:2]1[C:10]3[N:9]=[C:8]([CH3:11])[N:7]([CH3:12])[C:6]=3[CH:5]=[C:4]([C:13]([N:15]([CH3:16])[CH3:17])=[O:14])[CH:3]=1)[CH2:20][CH2:21][O:22]2. The yield is 0.350.